Dataset: Catalyst prediction with 721,799 reactions and 888 catalyst types from USPTO. Task: Predict which catalyst facilitates the given reaction. (1) The catalyst class is: 8. Reactant: [C:1]1([C@H:7]([NH:9][C@@H:10]2[CH2:15][CH2:14][N:13]([C:16]([O:18][C:19]([CH3:22])([CH3:21])[CH3:20])=[O:17])[CH2:12][C@@H:11]2[C:23]([O:25][CH2:26][CH3:27])=[O:24])[CH3:8])[CH:6]=[CH:5][CH:4]=[CH:3][CH:2]=1.CC[O-].[Na+]. Product: [C:1]1([C@H:7]([NH:9][C@@H:10]2[CH2:15][CH2:14][N:13]([C:16]([O:18][C:19]([CH3:22])([CH3:20])[CH3:21])=[O:17])[CH2:12][C@H:11]2[C:23]([O:25][CH2:26][CH3:27])=[O:24])[CH3:8])[CH:6]=[CH:5][CH:4]=[CH:3][CH:2]=1. (2) Reactant: [CH2:1]([O:8][C@H:9]1[C@H:15]([O:16][CH2:17][C:18]2[CH:23]=[CH:22][CH:21]=[CH:20][CH:19]=2)[C@@H:14]([O:24][CH2:25][C:26]2[CH:31]=[CH:30][CH:29]=[CH:28][CH:27]=2)[C@:13]2([C:33]3[CH:38]=[CH:37][C:36]([Cl:39])=[C:35]([CH2:40][C:41]4[CH:46]=[CH:45][C:44]([O:47][CH2:48][CH3:49])=[C:43]([F:50])[C:42]=4[F:51])[CH:34]=3)[O:32][C@@:10]1([CH:52]=[O:53])[CH2:11][O:12]2)[C:2]1[CH:7]=[CH:6][CH:5]=[CH:4][CH:3]=1.[CH3:54][Mg]Br. Product: [CH2:1]([O:8][C@H:9]1[C@H:15]([O:16][CH2:17][C:18]2[CH:19]=[CH:20][CH:21]=[CH:22][CH:23]=2)[C@@H:14]([O:24][CH2:25][C:26]2[CH:31]=[CH:30][CH:29]=[CH:28][CH:27]=2)[C@:13]2([C:33]3[CH:38]=[CH:37][C:36]([Cl:39])=[C:35]([CH2:40][C:41]4[CH:46]=[CH:45][C:44]([O:47][CH2:48][CH3:49])=[C:43]([F:50])[C:42]=4[F:51])[CH:34]=3)[O:32][C@@:10]1([CH:52]([OH:53])[CH3:54])[CH2:11][O:12]2)[C:2]1[CH:7]=[CH:6][CH:5]=[CH:4][CH:3]=1. The catalyst class is: 7.